This data is from Full USPTO retrosynthesis dataset with 1.9M reactions from patents (1976-2016). The task is: Predict the reactants needed to synthesize the given product. (1) Given the product [CH2:1]([O:8][C:9]1[CH:18]=[C:17]2[C:12]([C:13]([O:20][C:21]3[CH:22]=[C:23]4[C:27](=[CH:28][CH:29]=3)[NH:26][C:25]([CH3:30])=[CH:24]4)=[N:14][CH:15]=[N:16]2)=[CH:11][CH:10]=1)[C:2]1[CH:7]=[CH:6][CH:5]=[CH:4][CH:3]=1, predict the reactants needed to synthesize it. The reactants are: [CH2:1]([O:8][C:9]1[CH:18]=[C:17]2[C:12]([C:13](Cl)=[N:14][CH:15]=[N:16]2)=[CH:11][CH:10]=1)[C:2]1[CH:7]=[CH:6][CH:5]=[CH:4][CH:3]=1.[OH:20][C:21]1[CH:22]=[C:23]2[C:27](=[CH:28][CH:29]=1)[NH:26][C:25]([CH3:30])=[CH:24]2.C(=O)([O-])[O-].[K+].[K+]. (2) Given the product [Cl:7][C:8]1[CH:9]=[CH:10][C:11]2[NH:16][CH2:15][C@@H:14]([CH2:18][CH2:19][OH:20])[NH:13][C:12]=2[N:23]=1, predict the reactants needed to synthesize it. The reactants are: [H-].[Al+3].[Li+].[H-].[H-].[H-].[Cl:7][C:8]1[CH:9]=[CH:10][C:11]2[NH:16][C:15](=O)[C@@H:14]([CH2:18][C:19](OC)=[O:20])[NH:13][C:12]=2[N:23]=1. (3) Given the product [CH3:37][N:38]([CH3:39])[CH2:7][CH2:8][CH2:9][S:10]([N:13]1[CH2:18][CH2:17][CH:16]([C:19]2[C:27]3[C:22](=[C:23]([C:34]([NH2:36])=[O:35])[CH:24]=[C:25]([C:28]4[CH:33]=[CH:32][CH:31]=[CH:30][CH:29]=4)[CH:26]=3)[NH:21][CH:20]=2)[CH2:15][CH2:14]1)(=[O:12])=[O:11], predict the reactants needed to synthesize it. The reactants are: NS(N)(=O)=O.Cl[CH2:7][CH2:8][CH2:9][S:10]([N:13]1[CH2:18][CH2:17][CH:16]([C:19]2[C:27]3[C:22](=[C:23]([C:34]([NH2:36])=[O:35])[CH:24]=[C:25]([C:28]4[CH:33]=[CH:32][CH:31]=[CH:30][CH:29]=4)[CH:26]=3)[NH:21][CH:20]=2)[CH2:15][CH2:14]1)(=[O:12])=[O:11].[CH3:37][NH:38][CH3:39].C([O-])([O-])=O.[K+].[K+].[Na+].[I-]. (4) The reactants are: [NH2:1][C:2]1[CH:11]=[C:10]([N:12]2[CH2:17][CH2:16][N:15]([C:18]([NH:20][C@H:21]3[CH2:27][CH2:26][CH2:25][CH2:24][N:23]([CH2:28][C:29](O)=[O:30])[C:22]3=[O:32])=[O:19])[CH2:14][CH2:13]2)[C:9]2[C:4](=[CH:5][C:6]([Cl:33])=[CH:7][CH:8]=2)[N:3]=1.[NH2:34][C:35]1[CH:40]=[CH:39][N:38]=[CH:37][CH:36]=1.CN(C(ON1N=NC2C=CC=NC1=2)=[N+](C)C)C.F[P-](F)(F)(F)(F)F.C(N(C(C)C)CC)(C)C. Given the product [NH2:1][C:2]1[CH:11]=[C:10]([N:12]2[CH2:13][CH2:14][N:15]([C:18]([NH:20][C@H:21]3[CH2:27][CH2:26][CH2:25][CH2:24][N:23]([CH2:28][C:29]([NH:34][C:35]4[CH:40]=[CH:39][N:38]=[CH:37][CH:36]=4)=[O:30])[C:22]3=[O:32])=[O:19])[CH2:16][CH2:17]2)[C:9]2[C:4](=[CH:5][C:6]([Cl:33])=[CH:7][CH:8]=2)[N:3]=1, predict the reactants needed to synthesize it. (5) Given the product [C:2]([O:5][C:6](=[O:7])[NH:8][CH:9]([CH3:13])[C:10]([NH:29][C:17]1[CH:16]=[C:15]([Cl:14])[CH:20]=[C:19]([C:21]#[C:22][C:23]2[CH:28]=[CH:27][CH:26]=[CH:25][CH:24]=2)[N:18]=1)=[O:12])([CH3:1])([CH3:3])[CH3:4], predict the reactants needed to synthesize it. The reactants are: [CH3:1][C:2]([O:5][C:6]([NH:8][CH:9]([CH3:13])[C:10]([OH:12])=O)=[O:7])([CH3:4])[CH3:3].[Cl:14][C:15]1[CH:20]=[C:19]([C:21]#[C:22][C:23]2[CH:28]=[CH:27][CH:26]=[CH:25][CH:24]=2)[N:18]=[C:17]([NH2:29])[CH:16]=1.C(N(CC)CC)C.CN(C(ON1N=NC2C=CC=NC1=2)=[N+](C)C)C.F[P-](F)(F)(F)(F)F. (6) Given the product [C:19]([C:23]1[O:27][C:26]([CH3:28])=[C:25]([C:29]2[CH:30]=[C:31]([NH:34][CH:8]=[C:9]3[C:17]4[C:12](=[CH:13][CH:14]=[CH:15][CH:16]=4)[NH:11][C:10]3=[O:18])[NH:32][N:33]=2)[CH:24]=1)([CH3:22])([CH3:20])[CH3:21], predict the reactants needed to synthesize it. The reactants are: NC1C=CNN=1.O/[CH:8]=[C:9]1\[C:10](=[O:18])[NH:11][C:12]2[C:17]\1=[CH:16][CH:15]=[CH:14][CH:13]=2.[C:19]([C:23]1[O:27][C:26]([CH3:28])=[C:25]([C:29]2[CH:30]=[C:31]([NH2:34])[NH:32][N:33]=2)[CH:24]=1)([CH3:22])([CH3:21])[CH3:20]. (7) Given the product [C:14]([O:13][N:12]=[C:9]([C:3]1[C:4]([OH:8])=[CH:5][CH:6]=[CH:7][C:2]=1[OH:1])[CH2:10][CH3:11])(=[O:16])[CH3:15], predict the reactants needed to synthesize it. The reactants are: [OH:1][C:2]1[CH:7]=[CH:6][CH:5]=[C:4]([OH:8])[C:3]=1[C:9](=[N:12][OH:13])[CH2:10][CH3:11].[C:14](OC(=O)C)(=[O:16])[CH3:15].